This data is from Forward reaction prediction with 1.9M reactions from USPTO patents (1976-2016). The task is: Predict the product of the given reaction. (1) The product is: [CH3:1][O:2][C:3](=[O:4])[C:5]1[CH:10]=[C:9]([C:18]2[CH2:22][CH2:21][CH2:20][CH:19]=2)[C:8]([O:12][CH2:13][C:14]([F:17])([F:16])[F:15])=[N:7][CH:6]=1. Given the reactants [CH3:1][O:2][C:3]([C:5]1[CH:6]=[N:7][C:8]([O:12][CH2:13][C:14]([F:17])([F:16])[F:15])=[C:9](Br)[CH:10]=1)=[O:4].[C:18]1(B2OC(C)(C)C(C)(C)O2)[CH2:22][CH2:21][CH2:20][CH:19]=1, predict the reaction product. (2) Given the reactants C1(CCN2C3C(=CC=CC=3)C(O)(C3C(O)=CC4OCOC=4C=3)C2=O)CC1.[CH2:27]([N:33]1[C:41]2[C:36](=[CH:37][CH:38]=[CH:39][CH:40]=2)[C:35](O)([C:42]2[C:50]([OH:51])=[CH:49][C:45]3[O:46][CH2:47][O:48][C:44]=3[CH:43]=2)[C:34]1=[O:53])[CH2:28][CH2:29][CH2:30][CH2:31][CH3:32], predict the reaction product. The product is: [CH2:27]([N:33]1[C:41]2[C:36](=[CH:37][CH:38]=[CH:39][CH:40]=2)[CH:35]([C:42]2[C:50]([OH:51])=[CH:49][C:45]3[O:46][CH2:47][O:48][C:44]=3[CH:43]=2)[C:34]1=[O:53])[CH2:28][CH2:29][CH2:30][CH2:31][CH3:32]. (3) The product is: [CH2:40]([O:39][C:36]1[CH:37]=[CH:38][C:33]([C:25]2[C:26]3[CH:31]=[CH:30][N:29]([CH3:32])[C:27]=3[N:28]=[C:23]([C:53]#[N:55])[N:24]=2)=[CH:34][C:35]=1[C:42]([F:45])([F:44])[F:43])[CH3:41]. Given the reactants C(P(C(C)(C)C)C1C=CC=CC=1C1C=CC=CC=1)(C)(C)C.Cl[C:23]1[N:24]=[C:25]([C:33]2[CH:38]=[CH:37][C:36]([O:39][CH2:40][CH3:41])=[C:35]([C:42]([F:45])([F:44])[F:43])[CH:34]=2)[C:26]2[CH:31]=[CH:30][N:29]([CH3:32])[C:27]=2[N:28]=1.CCOC(C)=O.C[C:53]([N:55](C)C)=O, predict the reaction product.